From a dataset of Full USPTO retrosynthesis dataset with 1.9M reactions from patents (1976-2016). Predict the reactants needed to synthesize the given product. Given the product [C:11]([CH2:10][CH2:9][CH2:8][C:5]1[CH:4]=[CH:3][C:2]([NH:1][C:27]2([C:28]#[N:29])[CH2:22][CH2:25][CH2:26]2)=[CH:7][CH:6]=1)#[N:12], predict the reactants needed to synthesize it. The reactants are: [NH2:1][C:2]1[CH:7]=[CH:6][C:5]([CH2:8][CH2:9][CH2:10][C:11]#[N:12])=[CH:4][CH:3]=1.C(C(NC1C=C[C:22]([CH2:25][CH2:26][CH2:27][C:28]#[N:29])=CC=1)(C)C)#N.